Predict the reactants needed to synthesize the given product. From a dataset of Full USPTO retrosynthesis dataset with 1.9M reactions from patents (1976-2016). (1) Given the product [Br:1][C:2]1[CH:3]=[C:4]([CH2:9][O:10][CH:12]2[CH2:13][CH2:14][CH2:15][CH2:16][O:11]2)[C:5]([F:8])=[N:6][CH:7]=1, predict the reactants needed to synthesize it. The reactants are: [Br:1][C:2]1[CH:3]=[C:4]([CH2:9][OH:10])[C:5]([F:8])=[N:6][CH:7]=1.[O:11]1[CH:16]=[CH:15][CH2:14][CH2:13][CH2:12]1.C1(C)C=CC(S([O-])(=O)=O)=CC=1.[NH+]1C=CC=CC=1. (2) Given the product [CH2:5]([O:7][C:8]1[C:13](=[O:14])[N:12]([CH3:15])[C:11]([OH:16])=[N:10][C:9]=1[C:17]([O:19][CH2:1][CH3:2])=[O:18])[CH3:6], predict the reactants needed to synthesize it. The reactants are: [C:1](Cl)(=O)[CH3:2].[CH2:5]([O:7][C:8]1[C:13](=[O:14])[N:12]([CH3:15])[C:11]([OH:16])=[N:10][C:9]=1[C:17]([OH:19])=[O:18])[CH3:6].